This data is from NCI-60 drug combinations with 297,098 pairs across 59 cell lines. The task is: Regression. Given two drug SMILES strings and cell line genomic features, predict the synergy score measuring deviation from expected non-interaction effect. Drug 1: C1=NC(=NC(=O)N1C2C(C(C(O2)CO)O)O)N. Drug 2: N.N.Cl[Pt+2]Cl. Cell line: HS 578T. Synergy scores: CSS=32.2, Synergy_ZIP=-1.77, Synergy_Bliss=4.31, Synergy_Loewe=5.34, Synergy_HSA=6.13.